Predict which catalyst facilitates the given reaction. From a dataset of Catalyst prediction with 721,799 reactions and 888 catalyst types from USPTO. (1) Reactant: [C:1]1(=[O:11])[O:6][C:4](=[O:5])[C:3]2=[CH:7][CH:8]=[CH:9][CH:10]=[C:2]12.B([O:14][O-:15])=O.[Na+]. Product: [CH:9]1[CH:10]=[C:2]([C:1]([OH:6])=[O:11])[C:3]([C:4]([O:14][OH:15])=[O:5])=[CH:7][CH:8]=1. The catalyst class is: 6. (2) Reactant: Br[C:2]1[CH:7]=[CH:6][C:5]([Cl:8])=[CH:4][C:3]=1[N+:9]([O-:11])=[O:10].[CH3:12][O:13][C:14]1[CH:19]=[CH:18][C:17]([OH:20])=[CH:16][CH:15]=1.C([O-])([O-])=O.[K+].[K+].O. Product: [Cl:8][C:5]1[CH:6]=[CH:7][C:2]([O:20][C:17]2[CH:18]=[CH:19][C:14]([O:13][CH3:12])=[CH:15][CH:16]=2)=[C:3]([N+:9]([O-:11])=[O:10])[CH:4]=1. The catalyst class is: 3. (3) Reactant: [F:1][C:2]1[CH:3]=[C:4]2[C:9](=[CH:10][CH:11]=1)[C:8](=[O:12])[NH:7][CH2:6][CH2:5]2.I[C:14]1[CH:15]=[N:16][CH:17]=[CH:18][C:19]=1[CH3:20].P([O-])([O-])([O-])=O.[K+].[K+].[K+]. Product: [F:1][C:2]1[CH:3]=[C:4]2[C:9](=[CH:10][CH:11]=1)[C:8](=[O:12])[N:7]([C:14]1[CH:15]=[N:16][CH:17]=[CH:18][C:19]=1[CH3:20])[CH2:6][CH2:5]2. The catalyst class is: 246. (4) Reactant: [NH2:1][C:2]1[CH:7]=[CH:6][C:5]([C:8]2[N:12]([CH3:13])[C:11]([C:14]#[N:15])=[CH:10][CH:9]=2)=[CH:4][CH:3]=1.[CH3:16][S:17](Cl)(=[O:19])=[O:18].O. Product: [C:14]([C:11]1[N:12]([CH3:13])[C:8]([C:5]2[CH:6]=[CH:7][C:2]([NH:1][S:17]([CH3:16])(=[O:19])=[O:18])=[CH:3][CH:4]=2)=[CH:9][CH:10]=1)#[N:15]. The catalyst class is: 300.